This data is from Full USPTO retrosynthesis dataset with 1.9M reactions from patents (1976-2016). The task is: Predict the reactants needed to synthesize the given product. (1) The reactants are: [Cl:1][C:2]1[CH:3]=[C:4](B(O)O)[CH:5]=[N:6][CH:7]=1.Br[C:12]1[CH:21]=[C:20]2[C:15]([CH2:16][CH2:17][CH2:18][C:19]32[N:25]=[C:24]([NH2:26])[C:23]([CH3:27])=[N:22]3)=[CH:14][CH:13]=1.CC1CCCO1.C([O-])([O-])=O.[K+].[K+]. Given the product [Cl:1][C:2]1[CH:3]=[C:4]([C:12]2[CH:21]=[C:20]3[C:15]([CH2:16][CH2:17][CH2:18][C:19]43[N:25]=[C:24]([NH2:26])[C:23]([CH3:27])=[N:22]4)=[CH:14][CH:13]=2)[CH:5]=[N:6][CH:7]=1, predict the reactants needed to synthesize it. (2) Given the product [F:26][C:27]1[CH:28]=[C:29]([NH:33][C:34]([NH:1][C:2]2[CH:7]=[CH:6][CH:5]=[C:4]([C:8]([C:10]3[CH:11]=[C:12]4[C:17](=[CH:18][CH:19]=3)[N:16]=[CH:15][C:14]([N:20]3[CH2:21][CH2:22][O:23][CH2:24][CH2:25]3)=[N:13]4)=[O:9])[CH:3]=2)=[O:35])[CH:30]=[CH:31][CH:32]=1, predict the reactants needed to synthesize it. The reactants are: [NH2:1][C:2]1[CH:3]=[C:4]([C:8]([C:10]2[CH:11]=[C:12]3[C:17](=[CH:18][CH:19]=2)[N:16]=[CH:15][C:14]([N:20]2[CH2:25][CH2:24][O:23][CH2:22][CH2:21]2)=[N:13]3)=[O:9])[CH:5]=[CH:6][CH:7]=1.[F:26][C:27]1[CH:32]=[CH:31][CH:30]=[C:29]([N:33]=[C:34]=[O:35])[CH:28]=1. (3) Given the product [CH2:19]([O:21][C:22]1[CH:23]=[C:24]([CH:27]=[C:28]([O:35][CH2:36][CH3:37])[C:29]=1[N:30]1[CH:34]=[CH:33][CH:32]=[CH:31]1)[CH2:25][N:16]1[CH2:17][CH2:18][CH:13]([NH:12][C:9]2[O:10][C:11]3[C:3]([O:2][CH3:1])=[CH:4][CH:5]=[CH:6][C:7]=3[N:8]=2)[CH2:14][CH2:15]1)[CH3:20], predict the reactants needed to synthesize it. The reactants are: [CH3:1][O:2][C:3]1[C:11]2[O:10][C:9]([NH:12][CH:13]3[CH2:18][CH2:17][NH:16][CH2:15][CH2:14]3)=[N:8][C:7]=2[CH:6]=[CH:5][CH:4]=1.[CH2:19]([O:21][C:22]1[CH:23]=[C:24]([CH:27]=[C:28]([O:35][CH2:36][CH3:37])[C:29]=1[N:30]1[CH:34]=[CH:33][CH:32]=[CH:31]1)[CH:25]=O)[CH3:20].C([BH3-])#N.[Na+].C(N(C(C)C)C(C)C)C. (4) Given the product [F:29][C:26]([F:27])([F:28])[O:25][C:22]1[CH:23]=[CH:24][C:19]([C:17]2[N:18]=[C:14]([CH:12]([C:8]3([NH2:7])[CH2:9][O:10][CH2:11]3)[CH3:13])[NH:15][CH:16]=2)=[CH:20][CH:21]=1, predict the reactants needed to synthesize it. The reactants are: CC(S([NH:7][C:8]1([CH:12]([C:14]2[NH:15][CH:16]=[C:17]([C:19]3[CH:24]=[CH:23][C:22]([O:25][C:26]([F:29])([F:28])[F:27])=[CH:21][CH:20]=3)[N:18]=2)[CH3:13])[CH2:11][O:10][CH2:9]1)=O)(C)C.Cl.C(=O)([O-])O.[Na+]. (5) Given the product [CH3:1][C:2]1([CH3:12])[C:6](=[O:7])[CH2:5][CH2:4][C:3]1=[O:8], predict the reactants needed to synthesize it. The reactants are: [CH3:1][CH:2]1[C:6](=[O:7])[CH2:5][CH2:4][C:3]1=[O:8].[OH-].[K+].I[CH3:12]. (6) Given the product [ClH:32].[CH3:22][O:21][C:17]1[CH:16]=[C:15]([C:2]2([F:29])[CH2:7][CH2:6][NH:5][CH2:4][CH2:3]2)[CH:20]=[CH:19][CH:18]=1, predict the reactants needed to synthesize it. The reactants are: O[C:2]1([C:15]2[CH:20]=[CH:19][CH:18]=[C:17]([O:21][CH3:22])[CH:16]=2)[CH2:7][CH2:6][N:5](C(OC(C)(C)C)=O)[CH2:4][CH2:3]1.C(N(S(F)(F)[F:29])CC)C.[ClH:32]. (7) Given the product [CH3:21][O:22][C:23](=[O:36])[CH2:24][CH:25]([N:8]([CH2:1][C:2]1[CH:7]=[CH:6][CH:5]=[CH:4][CH:3]=1)[CH2:9][C:10]1[CH:15]=[CH:14][CH:13]=[CH:12][CH:11]=1)[C:26]1[CH:31]=[CH:30][C:29]([O:32][CH3:33])=[C:28]([O:34][CH3:35])[CH:27]=1, predict the reactants needed to synthesize it. The reactants are: [CH2:1]([NH:8][CH2:9][C:10]1[CH:15]=[CH:14][CH:13]=[CH:12][CH:11]=1)[C:2]1[CH:7]=[CH:6][CH:5]=[CH:4][CH:3]=1.C([Li])CCC.[CH3:21][O:22][C:23](=[O:36])[CH:24]=[CH:25][C:26]1[CH:31]=[CH:30][C:29]([O:32][CH3:33])=[C:28]([O:34][CH3:35])[CH:27]=1. (8) Given the product [OH:9][CH2:10][CH2:11]/[C:12](/[CH:15]([CH3:16])[CH3:14])=[CH:13]\[C:8]([O:7][CH3:2])=[O:26], predict the reactants needed to synthesize it. The reactants are: O1CCCC[CH:2]1[O:7][CH:8]1[CH2:13][CH2:12][CH2:11][CH2:10][O:9]1.[CH2:14](O)[CH2:15][C:16]#C.C1(C)C=CC(S(O)(=O)=[O:26])=CC=1.N1C=CC=CC=1.O1C=CCCC1. (9) Given the product [CH3:3][CH:2]([C:4]1[N:8]([CH2:9][CH2:10][C@@H:11]([OH:19])[CH2:12][C@@H:13]([OH:18])[CH2:14][C:15]([O-:17])=[O:16])[C:7]([C:20]2[CH:25]=[CH:24][C:23]([F:26])=[CH:22][CH:21]=2)=[C:6]([C:27]2[CH:32]=[CH:31][CH:30]=[CH:29][CH:28]=2)[C:5]=1[C:33]([NH:35][C:36]1[CH:41]=[CH:40][CH:39]=[CH:38][CH:37]=1)=[O:34])[CH3:1].[CH3:3][CH:2]([C:4]1[N:8]([CH2:9][CH2:10][C@@H:11]([OH:19])[CH2:12][C@@H:13]([OH:18])[CH2:14][C:15]([O-:17])=[O:16])[C:7]([C:20]2[CH:25]=[CH:24][C:23]([F:26])=[CH:22][CH:21]=2)=[C:6]([C:27]2[CH:32]=[CH:31][CH:30]=[CH:29][CH:28]=2)[C:5]=1[C:33]([NH:35][C:36]1[CH:41]=[CH:40][CH:39]=[CH:38][CH:37]=1)=[O:34])[CH3:1].[Ca+2:42], predict the reactants needed to synthesize it. The reactants are: [CH3:1][CH:2]([C:4]1[N:8]([CH2:9][CH2:10][C@@H:11]([OH:19])[CH2:12][C@@H:13]([OH:18])[CH2:14][C:15]([OH:17])=[O:16])[C:7]([C:20]2[CH:21]=[CH:22][C:23]([F:26])=[CH:24][CH:25]=2)=[C:6]([C:27]2[CH:28]=[CH:29][CH:30]=[CH:31][CH:32]=2)[C:5]=1[C:33]([NH:35][C:36]1[CH:37]=[CH:38][CH:39]=[CH:40][CH:41]=1)=[O:34])[CH3:3].[Ca:42]. (10) Given the product [C:23]([O:22][C:20]([N:16]1[CH2:17][CH2:18][CH2:19][C@H:15]1[C:12]([NH:13][C:10]([NH:9][CH2:8][C:5]1[CH:4]=[CH:3][C:2]([Br:1])=[CH:7][CH:6]=1)=[O:11])=[O:14])=[O:21])([CH3:26])([CH3:24])[CH3:25], predict the reactants needed to synthesize it. The reactants are: [Br:1][C:2]1[CH:7]=[CH:6][C:5]([CH2:8][N:9]=[C:10]=[O:11])=[CH:4][CH:3]=1.[C:12]([C@@H:15]1[CH2:19][CH2:18][CH2:17][N:16]1[C:20]([O:22][C:23]([CH3:26])([CH3:25])[CH3:24])=[O:21])(=[O:14])[NH2:13].C(OCC)(=O)C.CCCCCC.